This data is from Forward reaction prediction with 1.9M reactions from USPTO patents (1976-2016). The task is: Predict the product of the given reaction. (1) Given the reactants [CH3:1][NH:2][CH3:3].C1COCC1.[CH2:9]=[C:10]1[CH:15]2[CH2:16][CH:12]([CH2:13][CH2:14]2)[C:11]1=[O:17], predict the reaction product. The product is: [CH3:1][N:2]([CH2:9][CH:10]1[CH:15]2[CH2:16][CH:12]([CH2:13][CH2:14]2)[C:11]1=[O:17])[CH3:3]. (2) Given the reactants [CH3:1][N:2]([CH3:7])[CH2:3][CH2:4][NH:5][CH3:6].[CH2:8]([O:15][CH2:16][C:17](Cl)=[O:18])[C:9]1[CH:14]=[CH:13][CH:12]=[CH:11][CH:10]=1, predict the reaction product. The product is: [CH2:8]([O:15][CH2:16][C:17]([N:5]([CH2:4][CH2:3][N:2]([CH3:7])[CH3:1])[CH3:6])=[O:18])[C:9]1[CH:14]=[CH:13][CH:12]=[CH:11][CH:10]=1. (3) Given the reactants [CH3:1][C:2]1[NH:3][C:4]2[C:5](=[O:14])[CH2:6][CH2:7][CH2:8][C:9]=2[C:10]=1[C:11]([OH:13])=O.[NH2:15][CH2:16][CH:17]([OH:25])[CH2:18][N:19]1[CH2:24][CH2:23][CH2:22][CH2:21][CH2:20]1, predict the reaction product. The product is: [OH:25][CH:17]([CH2:18][N:19]1[CH2:24][CH2:23][CH2:22][CH2:21][CH2:20]1)[CH2:16][NH:15][C:11]([C:10]1[C:9]2[CH2:8][CH2:7][CH2:6][C:5](=[O:14])[C:4]=2[NH:3][C:2]=1[CH3:1])=[O:13].